This data is from Full USPTO retrosynthesis dataset with 1.9M reactions from patents (1976-2016). The task is: Predict the reactants needed to synthesize the given product. (1) Given the product [CH2:1]1[C:9]2[C:4](=[CH:5][CH:6]=[CH:7][CH:8]=2)[CH2:3][N:2]1[C:10]([NH:12][C:13]1[CH:14]=[CH:15][C:16]([C:17]([OH:19])=[O:18])=[CH:22][CH:23]=1)=[O:11], predict the reactants needed to synthesize it. The reactants are: [CH2:1]1[C:9]2[C:4](=[CH:5][CH:6]=[CH:7][CH:8]=2)[CH2:3][N:2]1[C:10]([NH:12][C:13]1[CH:23]=[CH:22][C:16]([C:17]([O:19]CC)=[O:18])=[CH:15][CH:14]=1)=[O:11].[Li+].[OH-]. (2) The reactants are: [B:1]1([C:10]2[CH:15]=[CH:14][CH:13]=[CH:12][C:11]=2[CH2:16]O)[C:5]2[CH:6]=[CH:7][CH:8]=[CH:9][C:4]=2[CH2:3][O:2]1.[CH2:18]([N:20](CC)[CH2:21]C)C.CS(Cl)(=O)=O.CNC. Given the product [B:1]1([C:10]2[CH:15]=[CH:14][CH:13]=[CH:12][C:11]=2[CH2:16][N:20]([CH3:21])[CH3:18])[C:5]2[CH:6]=[CH:7][CH:8]=[CH:9][C:4]=2[CH2:3][O:2]1, predict the reactants needed to synthesize it. (3) Given the product [Cl:17][C:15]1[C:14]([NH:31][C:28]2[CH:29]=[CH:30][C:25]([O:24][CH3:23])=[CH:26][CH:27]=2)=[N:13][CH:12]=[C:11]([C:9]2[N:8]([CH2:19][CH:20]([CH3:22])[CH3:21])[C:7]3[C:2]([Cl:1])=[CH:3][CH:4]=[CH:5][C:6]=3[N:10]=2)[CH:16]=1, predict the reactants needed to synthesize it. The reactants are: [Cl:1][C:2]1[C:7]2[N:8]([CH2:19][CH:20]([CH3:22])[CH3:21])[C:9]([C:11]3[CH:12]=[N:13][C:14](Cl)=[C:15]([Cl:17])[CH:16]=3)=[N:10][C:6]=2[CH:5]=[CH:4][CH:3]=1.[CH3:23][O:24][C:25]1[CH:30]=[CH:29][C:28]([NH2:31])=[CH:27][CH:26]=1.C1C=CC(P(C2C(C3C(P(C4C=CC=CC=4)C4C=CC=CC=4)=CC=C4C=3C=CC=C4)=C3C(C=CC=C3)=CC=2)C2C=CC=CC=2)=CC=1.C([O-])([O-])=O.[K+].[K+]. (4) Given the product [NH2:28][C:26]1[CH:25]=[CH:24][C:3]([O:4][C:5]2[N:10]=[CH:9][N:8]=[C:7]([NH:11][C:12](=[O:23])[N:13]([CH2:15][CH2:16][CH2:17][N:18]([CH2:19][CH3:20])[CH2:21][CH3:22])[CH3:14])[CH:6]=2)=[C:2]([F:1])[CH:27]=1, predict the reactants needed to synthesize it. The reactants are: [F:1][C:2]1[CH:27]=[C:26]([N+:28]([O-])=O)[CH:25]=[CH:24][C:3]=1[O:4][C:5]1[N:10]=[CH:9][N:8]=[C:7]([NH:11][C:12](=[O:23])[N:13]([CH2:15][CH2:16][CH2:17][N:18]([CH2:21][CH3:22])[CH2:19][CH3:20])[CH3:14])[CH:6]=1.[H][H].